From a dataset of Catalyst prediction with 721,799 reactions and 888 catalyst types from USPTO. Predict which catalyst facilitates the given reaction. (1) Reactant: [C:1]([O-:4])(=[O:3])C.[O:5]=[C:6]1[C@@H:9]([NH3+:10])[CH2:8][NH:7]1.[CH3:11]CN(C(C)C)C(C)C.[O:20]1[CH:24]=[C:23]([C:25]2[CH:30]=[CH:29][C:28](C3C=CN(C([O-])=O)C(=O)C=3C)=[CH:27][CH:26]=2)[N:22]=[CH:21]1.C([O-])(O)=O.[Na+]. Product: [O:20]1[CH:24]=[C:23]([C:25]2[CH:30]=[CH:29][C:28]([O:4][C:1](=[O:3])[N:10]([CH3:11])[C@H:9]3[CH2:8][NH:7][C:6]3=[O:5])=[CH:27][CH:26]=2)[N:22]=[CH:21]1. The catalyst class is: 91. (2) Reactant: C([O:8][N:9]1[C:15](=[O:16])[N:14]2[CH2:17][C@@H:10]1[CH2:11][CH2:12][C@@H:13]2[C:18]([NH:20][CH:21]1[CH2:26][CH2:25][N:24]([C:27]([O:29]CC2C=CC=CC=2)=[O:28])[CH2:23][CH2:22]1)=[O:19])C1C=CC=CC=1.[CH3:37][C:38](OC(OC(O[C:38]([CH3:40])([CH3:39])[CH3:37])=O)=O)([CH3:40])[CH3:39]. Product: [OH:8][N:9]1[C:15](=[O:16])[N:14]2[CH2:17][C@H:10]1[CH2:11][CH2:12][C@H:13]2[C:18]([NH:20][CH:21]1[CH2:26][CH2:25][N:24]([C:27]([O:29][C:38]([CH3:40])([CH3:39])[CH3:37])=[O:28])[CH2:23][CH2:22]1)=[O:19]. The catalyst class is: 833. (3) Reactant: [NH2:1][C:2]1[N:3]=[CH:4][C:5]([C:11]([O:13][CH3:14])=[O:12])=[N:6][C:7]=1[C:8]([CH3:10])=[CH2:9]. Product: [NH2:1][C:2]1[N:3]=[CH:4][C:5]([C:11]([O:13][CH3:14])=[O:12])=[N:6][C:7]=1[CH:8]([CH3:10])[CH3:9]. The catalyst class is: 381. (4) Reactant: CON(C)[C:4]([C:6]1[CH:7]=[N:8][N:9]2[C:14]([CH3:16])([CH3:15])[CH2:13][CH:12]([C:17]3[CH:22]=[CH:21][CH:20]=[CH:19][CH:18]=3)[N:11]([CH2:23][C:24]3[CH:29]=[CH:28][CH:27]=[CH:26][CH:25]=3)[C:10]=12)=[O:5].[CH3:31][C:32]1[CH:40]=[CH:39][C:35]([CH2:36][Mg]Cl)=[CH:34][CH:33]=1. Product: [CH2:23]([N:11]1[CH:12]([C:17]2[CH:18]=[CH:19][CH:20]=[CH:21][CH:22]=2)[CH2:13][C:14]([CH3:16])([CH3:15])[N:9]2[N:8]=[CH:7][C:6]([C:4](=[O:5])[CH2:31][C:32]3[CH:40]=[CH:39][C:35]([CH3:36])=[CH:34][CH:33]=3)=[C:10]12)[C:24]1[CH:29]=[CH:28][CH:27]=[CH:26][CH:25]=1. The catalyst class is: 1.